From a dataset of Full USPTO retrosynthesis dataset with 1.9M reactions from patents (1976-2016). Predict the reactants needed to synthesize the given product. Given the product [C:18]([C:22]1[CH:27]=[CH:26][C:25]([NH:28][C:29](=[O:30])[NH:1][CH:2]([C:4]2[CH:9]=[CH:8][C:7]([NH:10][S:11]([CH:14]=[CH2:15])(=[O:13])=[O:12])=[C:6]([CH:16]=[CH2:17])[CH:5]=2)[CH3:3])=[CH:24][CH:23]=1)([CH3:21])([CH3:19])[CH3:20], predict the reactants needed to synthesize it. The reactants are: [NH2:1][CH:2]([C:4]1[CH:9]=[CH:8][C:7]([NH:10][S:11]([CH:14]=[CH2:15])(=[O:13])=[O:12])=[C:6]([CH:16]=[CH2:17])[CH:5]=1)[CH3:3].[C:18]([C:22]1[CH:27]=[CH:26][C:25]([N:28]=[C:29]=[O:30])=[CH:24][CH:23]=1)([CH3:21])([CH3:20])[CH3:19].